From a dataset of Peptide-MHC class I binding affinity with 185,985 pairs from IEDB/IMGT. Regression. Given a peptide amino acid sequence and an MHC pseudo amino acid sequence, predict their binding affinity value. This is MHC class I binding data. (1) The peptide sequence is KVLQEYKKM. The MHC is H-2-Kb with pseudo-sequence H-2-Kb. The binding affinity (normalized) is 0.476. (2) The peptide sequence is APSYRNFSF. The MHC is HLA-B15:09 with pseudo-sequence HLA-B15:09. The binding affinity (normalized) is 0.0847. (3) The peptide sequence is LADKRPTAW. The MHC is HLA-B58:01 with pseudo-sequence HLA-B58:01. The binding affinity (normalized) is 0.579. (4) The peptide sequence is LLNATDIAVA. The MHC is HLA-A02:01 with pseudo-sequence HLA-A02:01. The binding affinity (normalized) is 0.440. (5) The peptide sequence is FLIVSLCPT. The MHC is HLA-A02:03 with pseudo-sequence HLA-A02:03. The binding affinity (normalized) is 1.00. (6) The peptide sequence is IIVLFQRFLR. The MHC is HLA-A68:01 with pseudo-sequence HLA-A68:01. The binding affinity (normalized) is 0.897. (7) The peptide sequence is AAPPPQRAA. The MHC is HLA-A02:06 with pseudo-sequence HLA-A02:06. The binding affinity (normalized) is 0.